From a dataset of Full USPTO retrosynthesis dataset with 1.9M reactions from patents (1976-2016). Predict the reactants needed to synthesize the given product. (1) Given the product [CH2:1]([O:3][C:4]([N:6]1[CH2:11][CH2:10][CH:9]([C:12]2[C:20]3[C:15](=[CH:16][CH:17]=[C:18]([O:21][CH3:22])[CH:19]=3)[N:14]([CH2:24][C:25]3[O:26][CH:27]=[CH:28][CH:29]=3)[CH:13]=2)[CH2:8][CH2:7]1)=[O:5])[CH3:2], predict the reactants needed to synthesize it. The reactants are: [CH2:1]([O:3][C:4]([N:6]1[CH2:11][CH2:10][CH:9]([C:12]2[C:20]3[C:15](=[CH:16][CH:17]=[C:18]([O:21][CH3:22])[CH:19]=3)[NH:14][CH:13]=2)[CH2:8][CH2:7]1)=[O:5])[CH3:2].Br[CH2:24][C:25]1[O:26][CH:27]=[CH:28][CH:29]=1. (2) Given the product [F:21][C:16]1[CH:17]=[CH:18][CH:19]=[CH:20][C:15]=1[C@H:13]1[C:12]2[CH:11]=[CH:10][CH:9]=[CH:8][C:7]=2[C:6]2[N:34]=[C:32]([NH:31][C:27]3[CH:26]=[C:25]([CH2:24][OH:23])[CH:30]=[CH:29][CH:28]=3)[N:33]=[CH:4][C:5]=2[CH2:14]1, predict the reactants needed to synthesize it. The reactants are: CN(/[CH:4]=[C:5]1/[C:6](=O)[C:7]2[C:12]([C@H:13]([C:15]3[CH:20]=[CH:19][CH:18]=[CH:17][C:16]=3[F:21])[CH2:14]/1)=[CH:11][CH:10]=[CH:9][CH:8]=2)C.[OH:23][CH2:24][C:25]1[CH:26]=[C:27]([NH:31][C:32]([NH2:34])=[NH:33])[CH:28]=[CH:29][CH:30]=1. (3) The reactants are: [O:1]=[C:2]1[N:6]([CH2:7][C:8]2[N:9]=[C:10]([C:13]3[CH:14]=[N:15][CH:16]=[CH:17][CH:18]=3)[S:11][CH:12]=2)[C:5](=[O:19])[CH2:4][N:3]1[C@@H:20]([C@@H:28]([CH3:31])[CH2:29][CH3:30])[C:21]([O:23]C(C)(C)C)=[O:22].FC(F)(F)C(O)=O. Given the product [O:1]=[C:2]1[N:6]([CH2:7][C:8]2[N:9]=[C:10]([C:13]3[CH:14]=[N:15][CH:16]=[CH:17][CH:18]=3)[S:11][CH:12]=2)[C:5](=[O:19])[CH2:4][N:3]1[C@@H:20]([C@@H:28]([CH3:31])[CH2:29][CH3:30])[C:21]([OH:23])=[O:22], predict the reactants needed to synthesize it. (4) Given the product [Cl:1][C:2]1[C:6]([Cl:7])=[C:5]([CH3:8])[NH:4][C:3]=1[C:9]([NH:11][CH:12]1[CH2:13][CH2:14][N:15]([C:18]2[CH:19]=[C:20]([CH:26]=[C:27]([S:29]([CH3:31])(=[O:40])=[O:30])[N:28]=2)[C:21]([NH:23][O:24][CH3:25])=[O:22])[CH2:16][CH2:17]1)=[O:10], predict the reactants needed to synthesize it. The reactants are: [Cl:1][C:2]1[C:6]([Cl:7])=[C:5]([CH3:8])[NH:4][C:3]=1[C:9]([NH:11][CH:12]1[CH2:17][CH2:16][N:15]([C:18]2[CH:19]=[C:20]([CH:26]=[C:27]([S:29]([CH3:31])=[O:30])[N:28]=2)[C:21]([NH:23][O:24][CH3:25])=[O:22])[CH2:14][CH2:13]1)=[O:10].C1C=C(Cl)C=C(C(OO)=[O:40])C=1. (5) Given the product [NH:8]1[C:12]2=[N:13][CH:14]=[CH:15][CH:16]=[C:11]2[C:10]([C:17](=[O:19])[CH3:18])=[N:9]1, predict the reactants needed to synthesize it. The reactants are: COC1C=CC(C[N:8]2[C:12]3=[N:13][CH:14]=[CH:15][CH:16]=[C:11]3[C:10]([C:17](=[O:19])[CH3:18])=[N:9]2)=CC=1. (6) Given the product [OH:2][CH2:1][C:3]1[CH:8]=[CH:7][CH:6]=[CH:5][C:4]=1[C:9]1[CH:14]=[CH:13][CH:12]=[C:11]([CH2:15][O:16][C:17]2[CH:18]=[CH:19][C:20]([CH2:23][CH2:24][C:25]([O:27][C:28]([CH3:31])([CH3:30])[CH3:29])=[O:26])=[CH:21][CH:22]=2)[CH:10]=1, predict the reactants needed to synthesize it. The reactants are: [CH:1]([C:3]1[CH:8]=[CH:7][CH:6]=[CH:5][C:4]=1[C:9]1[CH:14]=[CH:13][CH:12]=[C:11]([CH2:15][O:16][C:17]2[CH:22]=[CH:21][C:20]([CH2:23][CH2:24][C:25]([O:27][C:28]([CH3:31])([CH3:30])[CH3:29])=[O:26])=[CH:19][CH:18]=2)[CH:10]=1)=[O:2].[BH4-].[Na+]. (7) Given the product [Cl:16][C:18]1[C:19]([OH:37])=[C:20]([C@H:25]([NH:32][C:33](=[O:36])[CH2:34][NH:35][C:1](=[O:5])[C:69]2[CH:68]=[C:67]([NH:70][C:71]3[NH:72][CH2:73][CH:74]([OH:13])[CH2:75][N:76]=3)[CH:66]=[C:62]([OH:63])[CH:64]=2)[CH2:26][C:27]([O:29][CH2:30][CH3:31])=[O:28])[CH:21]=[C:22]([Cl:24])[CH:23]=1, predict the reactants needed to synthesize it. The reactants are: [CH2:1]([O:5]C(Cl)=O)C(C)C.CN1CC[O:13]CC1.[ClH:16].Br[C:18]1[C:19]([OH:37])=[C:20]([C@H:25]([NH:32][C:33](=[O:36])[CH2:34][NH2:35])[CH2:26][C:27]([O:29][CH2:30][CH3:31])=[O:28])[CH:21]=[C:22]([Cl:24])[CH:23]=1.FC(F)(F)C(O)=O.ClC1C(O)=C(C(NC(=O)CN[C:62]([C:64]2[CH:69]=[CH:68][C:67]([NH:70][C:71]3[NH:72][CH2:73][CH2:74][CH2:75][N:76]=3)=[CH:66]N=2)=[O:63])CC(O)=O)C=C(Cl)C=1. (8) Given the product [Cl:1][C:2]1[CH:10]=[C:6]2[C:5](=[CH:4][CH:3]=1)[N:11]=[CH:12][C:13]([N+:14]([O-:16])=[O:15])=[C:7]2[OH:8], predict the reactants needed to synthesize it. The reactants are: [Cl:1][C:2]1[CH:3]=[CH:4][C:5]([N:11]=[CH:12][CH2:13][N+:14]([O-:16])=[O:15])=[C:6]([CH:10]=1)[C:7](O)=[O:8].C([O-])([O-])=O.[K+].[K+]. (9) Given the product [C:19]([C:16]1[CH:15]=[CH:14][C:13]([CH2:12][CH:2]([NH:1][C:34]([C:27]2[C:28]3[C:33](=[CH:32][CH:31]=[CH:30][CH:29]=3)[C:24]([F:23])=[CH:25][CH:26]=2)=[O:35])[CH:3]([C:5]2[CH:10]=[CH:9][CH:8]=[C:7]([Cl:11])[CH:6]=2)[OH:4])=[CH:18][CH:17]=1)([CH3:22])([CH3:21])[CH3:20], predict the reactants needed to synthesize it. The reactants are: [NH2:1][CH:2]([CH2:12][C:13]1[CH:18]=[CH:17][C:16]([C:19]([CH3:22])([CH3:21])[CH3:20])=[CH:15][CH:14]=1)[CH:3]([C:5]1[CH:10]=[CH:9][CH:8]=[C:7]([Cl:11])[CH:6]=1)[OH:4].[F:23][C:24]1[C:33]2[C:28](=[CH:29][CH:30]=[CH:31][CH:32]=2)[C:27]([C:34](O)=[O:35])=[CH:26][CH:25]=1.Cl.C(N=C=NCCCN(C)C)C.O.ON1C2C=CC=CC=2N=N1. (10) Given the product [Br:1][C:2]1[CH:7]=[CH:6][C:5]([C:8]2[CH:9]=[CH:10][C:11]([Br:14])=[CH:12][CH:13]=2)=[C:4]([N:15]([C:29]2[CH:38]=[CH:37][CH:32]=[CH:31][CH:30]=2)[C:17]2[CH:22]=[CH:21][CH:20]=[CH:19][CH:18]=2)[CH:3]=1, predict the reactants needed to synthesize it. The reactants are: [Br:1][C:2]1[CH:7]=[CH:6][C:5]([C:8]2[CH:13]=[CH:12][C:11]([Br:14])=[CH:10][CH:9]=2)=[C:4]([NH2:15])[CH:3]=1.I[C:17]1[CH:22]=[CH:21][CH:20]=[CH:19][CH:18]=1.[OH-].[K+].N1[C:38]2[C:29](=[CH:30][CH:31]=[C:32]3[C:37]=2N=CC=C3)C=CC=1.